Dataset: Full USPTO retrosynthesis dataset with 1.9M reactions from patents (1976-2016). Task: Predict the reactants needed to synthesize the given product. (1) Given the product [F:39][C:22]1[CH:23]=[C:24]([N:27]2[CH2:31][C@H:30]([CH2:32][N:33]3[CH:37]=[CH:36][N:35]=[N:34]3)[O:29][C:28]2=[O:38])[CH:25]=[CH:26][C:21]=1[B:49]1[O:53][C:52]([CH3:55])([CH3:54])[C:51]([CH3:57])([CH3:56])[O:50]1, predict the reactants needed to synthesize it. The reactants are: [Si](OCC1(CO[Si](C(C)(C)C)(C)C)ON=C(C2C=CC([C:21]3[CH:26]=[CH:25][C:24]([N:27]4[CH2:31][C@H:30]([CH2:32][N:33]5[CH:37]=[CH:36][N:35]=[N:34]5)[O:29][C:28]4=[O:38])=[CH:23][C:22]=3[F:39])=CC=2)C1)(C(C)(C)C)(C)C.[B:49]1([B:49]2[O:53][C:52]([CH3:55])([CH3:54])[C:51]([CH3:57])([CH3:56])[O:50]2)[O:53][C:52]([CH3:55])([CH3:54])[C:51]([CH3:57])([CH3:56])[O:50]1.C([O-])(=O)C.[K+].C(OCC)(=O)C. (2) Given the product [CH2:3]([O:10][C:11](=[O:27])[NH:12][C:13]1[C:14](=[O:26])[N:15]([CH2:29][C:30](=[O:31])[NH:32][CH2:33][CH2:34][C:35]2[CH:40]=[CH:39][CH:38]=[CH:37][CH:36]=2)[C:16]([C:19]2[CH:24]=[CH:23][CH:22]=[CH:21][C:20]=2[Cl:25])=[CH:17][CH:18]=1)[C:4]1[CH:9]=[CH:8][CH:7]=[CH:6][CH:5]=1, predict the reactants needed to synthesize it. The reactants are: [H-].[Na+].[CH2:3]([O:10][C:11](=[O:27])[NH:12][C:13]1[C:14](=[O:26])[NH:15][C:16]([C:19]2[CH:24]=[CH:23][CH:22]=[CH:21][C:20]=2[Cl:25])=[CH:17][CH:18]=1)[C:4]1[CH:9]=[CH:8][CH:7]=[CH:6][CH:5]=1.I[CH2:29][C:30]([NH:32][CH2:33][CH2:34][C:35]1[CH:40]=[CH:39][CH:38]=[CH:37][CH:36]=1)=[O:31].